Dataset: Forward reaction prediction with 1.9M reactions from USPTO patents (1976-2016). Task: Predict the product of the given reaction. (1) Given the reactants [I:1]Cl.C[Sn](C)(C)[C:5]1[CH:6]=[C:7]([N:11]2[CH2:17][CH2:16][CH2:15][N:14]([C:18]([O:20][C:21]([CH3:24])([CH3:23])[CH3:22])=[O:19])[CH2:13][CH2:12]2)[CH:8]=[N:9][CH:10]=1.[OH-].[Na+], predict the reaction product. The product is: [I:1][C:5]1[CH:6]=[C:7]([N:11]2[CH2:17][CH2:16][CH2:15][N:14]([C:18]([O:20][C:21]([CH3:24])([CH3:23])[CH3:22])=[O:19])[CH2:13][CH2:12]2)[CH:8]=[N:9][CH:10]=1. (2) The product is: [CH:10]1[C:9]2[C:8](=[CH:3][CH:2]=[CH:7][CH:6]=2)[CH:13]=[CH:12][C:11]=1[C:14]1[CH:23]=[C:22]2[C:17]([CH:18]=[CH:19][CH:20]=[N:21]2)=[C:16]([NH:24][CH2:25][CH2:26][CH2:27][NH2:28])[N:15]=1. Given the reactants F[C:2]1[CH:7]=[CH:6]C=C[C:3]=1[C:8]1[CH:13]=[CH:12][C:11]([C:14]2[CH:23]=[C:22]3[C:17]([CH:18]=[CH:19][CH:20]=[N:21]3)=[C:16]([NH:24][CH2:25][CH2:26][CH2:27][NH2:28])[N:15]=2)=[CH:10][CH:9]=1.COC1C=C(C2C=C3C(C=CC=N3)=C(NCCCN)N=2)C=C(OC)C=1OC.CC1C=C(C2C=C3C(C=CC=N3)=C(NCCCN)N=2)C=CC=1C.NCC(O)CNC1N=C(C2C=CC3C(=CC=CC=3)C=2)C=C2C=1C=CC=N2.NCC(O)CNC1N=C(C2C=CC(C3C=CC=CC=3F)=CC=2)C=C2C=1C=CC=N2.NCC(O)CNC1N=C(C2C=CC(C3C=CC(OC)=CC=3)=CC=2)C=C2C=1C=CC=N2.NCC(O)CNC1N=C(C2C=C(OC)C(OC)=C(OC)C=2)C=C2C=1C=CC=N2.NCC(O)CNC1N=C(C2C=CC(Br)=CC=2)C=C2C=1C=CC=N2.COC1C=CC(C2C=CC(C3C=C4C(C=CC=N4)=C(NCC(C)(C)CN)N=3)=CC=2)=CC=1.CN(C)C1C=CC(C2C=C3C(C=CC=N3)=C(NCC(O)C)N=2)=CC=1.CN(C)C1C=CC(C2C=C3C(C=CC=N3)=C(NCCSCCO)N=2)=CC=1, predict the reaction product. (3) Given the reactants [C:1]([NH:18][CH2:19][CH2:20][CH2:21][CH2:22][CH2:23][C:24]([OH:26])=O)([O:3][CH2:4][CH:5]1[C:17]2[C:12](=[CH:13][CH:14]=[CH:15][CH:16]=2)[C:11]2[C:6]1=[CH:7][CH:8]=[CH:9][CH:10]=2)=[O:2].ON1C(=O)CCC1=O.C1(N=C=NC2CCCCC2)CCCCC1.[NH2:50][C@@H:51]([CH2:55][OH:56])[C@H:52]([CH3:54])[OH:53], predict the reaction product. The product is: [C:1]([NH:18][CH2:19][CH2:20][CH2:21][CH2:22][CH2:23][C:24]([NH:50][C@@H:51]([CH2:55][OH:56])[C@H:52]([CH3:54])[OH:53])=[O:26])([O:3][CH2:4][CH:5]1[C:17]2[C:12](=[CH:13][CH:14]=[CH:15][CH:16]=2)[C:11]2[C:6]1=[CH:7][CH:8]=[CH:9][CH:10]=2)=[O:2]. (4) Given the reactants [CH3:1][O:2][C:3]1[CH:4]=[C:5]([O:12][CH2:13][C@H:14]2[CH2:18][CH2:17][CH2:16][N:15]2[C:19]([C@H:21]2[CH2:26][CH2:25][C@H:24]([C:27]([F:30])([F:29])[F:28])[CH2:23][CH2:22]2)=[O:20])[C:6]([C:9]([O-:11])=[O:10])=[N:7][CH:8]=1.[OH-].[Na+].O.C(OCC)C, predict the reaction product. The product is: [CH3:1][O:2][C:3]1[CH:4]=[C:5]([O:12][CH2:13][C@H:14]2[CH2:18][CH2:17][CH2:16][N:15]2[C:19]([C@H:21]2[CH2:26][CH2:25][C@H:24]([C:27]([F:30])([F:28])[F:29])[CH2:23][CH2:22]2)=[O:20])[C:6]([C:9]([OH:11])=[O:10])=[N:7][CH:8]=1.